This data is from Full USPTO retrosynthesis dataset with 1.9M reactions from patents (1976-2016). The task is: Predict the reactants needed to synthesize the given product. (1) Given the product [F:14][C:11]1([F:15])[CH2:12][CH2:13][CH:8]([N:7]2[CH2:2][CH2:3][CH2:4][C:5]2=[O:6])[CH2:9][CH2:10]1, predict the reactants needed to synthesize it. The reactants are: Cl[CH2:2][CH2:3][CH2:4][C:5]([NH:7][CH:8]1[CH2:13][CH2:12][C:11]([F:15])([F:14])[CH2:10][CH2:9]1)=[O:6].[H-].[Na+]. (2) Given the product [C:22]([O:21][C:3]1[C:2]([Cl:1])=[N:7][CH:6]=[C:5]([C:8]2[CH:20]=[CH:19][C:11]3[N:12]=[C:13]([NH:15][C:16](=[O:18])[CH3:17])[S:14][C:10]=3[CH:9]=2)[CH:4]=1)(=[O:23])[CH3:29], predict the reactants needed to synthesize it. The reactants are: [Cl:1][C:2]1[N:7]=[CH:6][C:5]([C:8]2[CH:20]=[CH:19][C:11]3[N:12]=[C:13]([NH:15][C:16](=[O:18])[CH3:17])[S:14][C:10]=3[CH:9]=2)=[CH:4][C:3]=1[O:21][CH2:22][O:23]CCOC.Cl.[CH3:29]C(OC(C)=O)=O. (3) Given the product [O:2]=[CH:3][CH2:4][N:5]1[C:13]2[C:8](=[CH:9][CH:10]=[C:11]([NH:14][C:15](=[O:30])[CH2:16][C:17]3[CH:22]=[CH:21][C:20]([O:23][C:24]4[CH:25]=[CH:26][CH:27]=[CH:28][CH:29]=4)=[CH:19][CH:18]=3)[CH:12]=2)[CH:7]=[N:6]1, predict the reactants needed to synthesize it. The reactants are: C[O:2][CH:3](OC)[CH2:4][N:5]1[C:13]2[C:8](=[CH:9][CH:10]=[C:11]([NH:14][C:15](=[O:30])[CH2:16][C:17]3[CH:22]=[CH:21][C:20]([O:23][C:24]4[CH:29]=[CH:28][CH:27]=[CH:26][CH:25]=4)=[CH:19][CH:18]=3)[CH:12]=2)[CH:7]=[N:6]1.Cl. (4) The reactants are: [C:1]([NH:4][C:5]1[S:20][C:8]2[CH2:9][N:10](C(OC(C)(C)C)=O)[CH2:11][CH2:12][C:7]=2[C:6]=1[C:21]1[CH:26]=[CH:25][CH:24]=[CH:23][CH:22]=1)(=[O:3])[CH3:2].[F:27][C:28]([F:33])([F:32])[C:29]([OH:31])=[O:30]. Given the product [F:27][C:28]([F:33])([F:32])[C:29]([O-:31])=[O:30].[C:1]([NH:4][C:5]1[S:20][C:8]2[CH2:9][NH2+:10][CH2:11][CH2:12][C:7]=2[C:6]=1[C:21]1[CH:26]=[CH:25][CH:24]=[CH:23][CH:22]=1)(=[O:3])[CH3:2], predict the reactants needed to synthesize it. (5) Given the product [CH3:21][O:20][C:18]([C:17]1[S:16][C:4]2[CH:9]=[N:8][C:7]([S:10][CH3:11])=[N:6][C:5]=2[C:12]=1[O-:14])=[O:19].[Na+:2], predict the reactants needed to synthesize it. The reactants are: [H-].[Na+:2].Cl[C:4]1[C:5]([C:12]([O:14]C)=O)=[N:6][C:7]([S:10][CH3:11])=[N:8][CH:9]=1.[SH:16][CH2:17][C:18]([O:20][CH3:21])=[O:19]. (6) Given the product [CH3:1][O:2][C:3](=[O:23])[C@@H:4]([NH:12][C:13]([O:15][CH2:16][C:17]1[CH:18]=[CH:19][CH:20]=[CH:21][CH:22]=1)=[O:14])[CH2:5][CH2:6][C:7]([CH3:10])([CH3:11])[CH2:8][CH3:9], predict the reactants needed to synthesize it. The reactants are: [CH3:1][O:2][C:3](=[O:23])/[C:4](/[NH:12][C:13]([O:15][CH2:16][C:17]1[CH:22]=[CH:21][CH:20]=[CH:19][CH:18]=1)=[O:14])=[CH:5]/[CH2:6][C:7]([CH3:11])([CH3:10])[CH:8]=[CH2:9]. (7) Given the product [F:1][C:2]1[CH:3]=[CH:4][C:5]([C:8]2([CH2:31][C:32]3([OH:34])[CH2:37][CH2:36]3)[O:13][C:12](=[O:14])[NH:11][CH2:10][CH2:9]2)=[CH:6][CH:7]=1, predict the reactants needed to synthesize it. The reactants are: [F:1][C:2]1[CH:7]=[CH:6][C:5]([C@:8]2([CH2:31][C:32]([O:34]C)=O)[O:13][C:12](=[O:14])[N:11]([C@H](C3C=CC(C4C=CC(=O)N(C)C=4)=CC=3)C)[CH2:10][CH2:9]2)=[CH:4][CH:3]=1.[CH2:36]([Mg]Br)[CH3:37]. (8) Given the product [Br:20][C:16]1[CH:15]=[C:14]([CH:19]=[CH:18][CH:17]=1)[C:13]([NH:12][C:9]1[CH:10]=[CH:11][C:6]([C@@H:4]2[CH2:5][C@H:3]2[NH:2][CH2:27][C:26]2[CH:29]=[CH:30][C:31]([O:32][CH3:33])=[C:24]([O:23][CH3:22])[CH:25]=2)=[CH:7][CH:8]=1)=[O:21], predict the reactants needed to synthesize it. The reactants are: Cl.[NH2:2][C@@H:3]1[CH2:5][C@H:4]1[C:6]1[CH:11]=[CH:10][C:9]([NH:12][C:13](=[O:21])[C:14]2[CH:19]=[CH:18][CH:17]=[C:16]([Br:20])[CH:15]=2)=[CH:8][CH:7]=1.[CH3:22][O:23][C:24]1[CH:25]=[C:26]([CH:29]=[CH:30][C:31]=1[O:32][CH3:33])[CH:27]=O.C(=O)([O-])O.[Na+].[BH4-].[Na+].